This data is from Full USPTO retrosynthesis dataset with 1.9M reactions from patents (1976-2016). The task is: Predict the reactants needed to synthesize the given product. (1) Given the product [Cl:1][C:2]1[CH:3]=[C:4]([CH:8]=[CH:9][C:10]=1[O:11][CH:12]([F:14])[F:13])[C:5]([Cl:18])=[O:6], predict the reactants needed to synthesize it. The reactants are: [Cl:1][C:2]1[CH:3]=[C:4]([CH:8]=[CH:9][C:10]=1[O:11][CH:12]([F:14])[F:13])[C:5](O)=[O:6].C(Cl)(=O)C([Cl:18])=O.CN(C)C=O. (2) Given the product [CH2:1]([N:8]1[CH2:12][CH2:11][C:10](=[C:13]([C:15]2([O:18][Si:19]([C:22]([CH3:25])([CH3:24])[CH3:23])([CH3:20])[CH3:21])[CH2:17][CH2:16]2)[O:14][Si:34]([C:37]([CH3:40])([CH3:39])[CH3:38])([CH3:36])[CH3:35])[CH2:9]1)[C:2]1[CH:3]=[CH:4][CH:5]=[CH:6][CH:7]=1, predict the reactants needed to synthesize it. The reactants are: [CH2:1]([N:8]1[CH2:12][CH2:11][C:10](=[C:13]([C:15]2([O:18][Si:19]([C:22]([CH3:25])([CH3:24])[CH3:23])([CH3:21])[CH3:20])[CH2:17][CH2:16]2)[OH:14])[CH2:9]1)[C:2]1[CH:7]=[CH:6][CH:5]=[CH:4][CH:3]=1.N1C(C)=CC=CC=1C.[Si:34](OS(C(F)(F)F)(=O)=O)([C:37]([CH3:40])([CH3:39])[CH3:38])([CH3:36])[CH3:35]. (3) Given the product [NH2:1][C:2]1[N:3]=[C:4]([C:26]2[CH:34]=[CH:33][C:29]([C:30]([NH2:32])=[O:31])=[CH:28][CH:27]=2)[CH:5]=[C:6]([C:8]2[CH:15]=[CH:14][C:11]([C:12]#[N:13])=[C:10]([F:16])[CH:9]=2)[N:7]=1, predict the reactants needed to synthesize it. The reactants are: [NH2:1][C:2]1[N:7]=[C:6]([C:8]2[CH:15]=[CH:14][C:11]([C:12]#[N:13])=[C:10]([F:16])[CH:9]=2)[CH:5]=[C:4](Cl)[N:3]=1.CC1(C)C(C)(C)OB([C:26]2[CH:34]=[CH:33][C:29]([C:30]([NH2:32])=[O:31])=[CH:28][CH:27]=2)O1.C([O-])([O-])=O.[Na+].[Na+]. (4) Given the product [Br:1][C:2]1[CH:3]=[CH:4][C:5](/[CH:8]=[CH:9]/[C:10]([N:12]2[CH2:27][CH2:26][C:15]3([CH2:18][NH:17]([C:19](=[O:21])[C:29]([F:34])([F:33])[F:28])[CH2:16]3)[CH2:14][CH2:13]2)=[O:11])=[CH:6][CH:7]=1, predict the reactants needed to synthesize it. The reactants are: [Br:1][C:2]1[CH:7]=[CH:6][C:5](/[CH:8]=[CH:9]/[C:10]([N:12]2[CH2:27][CH2:26][C:15]3([CH2:18][N:17]([C:19]([O:21]C(C)(C)C)=O)[CH2:16]3)[CH2:14][CH2:13]2)=[O:11])=[CH:4][CH:3]=1.[F:28][C:29]([F:34])([F:33])C(O)=O. (5) Given the product [Cl:31][C:32]1[CH:33]=[C:34]([CH:37]=[CH:38][CH:39]=1)[CH:35]=[N:30][NH:29][C:16]1[CH:15]=[C:14]([N:8]2[CH2:13][CH2:12][O:11][CH2:10][CH2:9]2)[N:19]2[N:20]=[C:21]([C:23]3[CH:28]=[CH:27][CH:26]=[CH:25][CH:24]=3)[CH:22]=[C:18]2[N:17]=1, predict the reactants needed to synthesize it. The reactants are: FC(F)(F)C(O)=O.[N:8]1([C:14]2[N:19]3[N:20]=[C:21]([C:23]4[CH:28]=[CH:27][CH:26]=[CH:25][CH:24]=4)[CH:22]=[C:18]3[N:17]=[C:16]([NH:29][NH2:30])[CH:15]=2)[CH2:13][CH2:12][O:11][CH2:10][CH2:9]1.[Cl:31][C:32]1[CH:33]=[C:34]([CH:37]=[CH:38][CH:39]=1)[CH:35]=O. (6) Given the product [NH2:17][C:16]1[C:15]2[C:10](=[CH:11][C:12]([Cl:18])=[CH:13][CH:14]=2)[NH:9][C:8]=1[C:6]([O:5][CH2:3][CH3:4])=[O:7], predict the reactants needed to synthesize it. The reactants are: [OH-].[K+].[CH2:3]([O:5][C:6]([C:8]1[N:9](C(=O)C)[C:10]2[C:15]([C:16]=1[NH2:17])=[CH:14][CH:13]=[C:12]([Cl:18])[CH:11]=2)=[O:7])[CH3:4].